From a dataset of Forward reaction prediction with 1.9M reactions from USPTO patents (1976-2016). Predict the product of the given reaction. (1) Given the reactants Cl[C:2]1[N:7]=[CH:6][N:5]=[C:4]([N:8]2[C:16]3[C:11](=[CH:12][C:13]([S:17]([CH3:20])(=[O:19])=[O:18])=[CH:14][CH:15]=3)[CH2:10][CH2:9]2)[N:3]=1.[C:21]([O:25][C:26]([N:28]1[CH2:33][CH2:32][CH:31]([OH:34])[CH2:30][CH2:29]1)=[O:27])([CH3:24])([CH3:23])[CH3:22].CC(C)([O-])C.[K+], predict the reaction product. The product is: [C:21]([O:25][C:26]([N:28]1[CH2:33][CH2:32][CH:31]([O:34][C:2]2[N:3]=[C:4]([N:8]3[C:16]4[C:11](=[CH:12][C:13]([S:17]([CH3:20])(=[O:19])=[O:18])=[CH:14][CH:15]=4)[CH2:10][CH2:9]3)[N:5]=[CH:6][N:7]=2)[CH2:30][CH2:29]1)=[O:27])([CH3:24])([CH3:22])[CH3:23]. (2) The product is: [NH2:22][C:10]1[CH:9]=[CH:8][C:7]([O:6][C:5]2[CH:25]=[CH:26][C:2]([F:1])=[C:3]([CH3:27])[CH:4]=2)=[CH:12][C:11]=1[CH2:13][NH:14][C:15](=[O:21])[O:16][C:17]([CH3:19])([CH3:18])[CH3:20]. Given the reactants [F:1][C:2]1[CH:26]=[CH:25][C:5]([O:6][C:7]2[CH:8]=[CH:9][C:10]([N+:22]([O-])=O)=[C:11]([CH2:13][NH:14][C:15](=[O:21])[O:16][C:17]([CH3:20])([CH3:19])[CH3:18])[CH:12]=2)=[CH:4][C:3]=1[CH3:27].[Cl-].[NH4+].C(O)C, predict the reaction product.